This data is from Full USPTO retrosynthesis dataset with 1.9M reactions from patents (1976-2016). The task is: Predict the reactants needed to synthesize the given product. (1) The reactants are: [S:1]1[CH:5]=[CH:4][CH:3]=[C:2]1[CH:6]=O.[CH3:8][O:9][CH2:10][CH2:11][NH2:12].[C:13]1(=[O:24])[O:19][C:17](=O)[C:16]2=[CH:20][CH:21]=[CH:22][CH:23]=[C:15]2[CH2:14]1.[CH3:25][C:26]1[NH:27][C:28]2[C:33]([CH:34]=1)=[CH:32][C:31]([NH2:35])=[CH:30][CH:29]=2. Given the product [CH3:8][O:9][CH2:10][CH2:11][N:12]1[CH:6]([C:2]2[S:1][CH:5]=[CH:4][CH:3]=2)[CH:14]([C:13]([NH:35][C:31]2[CH:32]=[C:33]3[C:28](=[CH:29][CH:30]=2)[NH:27][C:26]([CH3:25])=[CH:34]3)=[O:24])[C:15]2[C:16](=[CH:20][CH:21]=[CH:22][CH:23]=2)[C:17]1=[O:19], predict the reactants needed to synthesize it. (2) Given the product [CH3:38][O:37][C:33]1[N:32]=[C:31]([C:9]2[C:18]3[CH2:17][CH2:16][CH2:15][CH2:14][C:13]=3[N:12]=[C:11]([O:19][CH2:20][C:21]3[N:26]=[C:25]([C:27]#[N:28])[CH:24]=[CH:23][CH:22]=3)[CH:10]=2)[CH:36]=[N:35][CH:34]=1, predict the reactants needed to synthesize it. The reactants are: CC1(C)C(C)(C)OB([C:9]2[C:18]3[CH2:17][CH2:16][CH2:15][CH2:14][C:13]=3[N:12]=[C:11]([O:19][CH2:20][C:21]3[N:26]=[C:25]([C:27]#[N:28])[CH:24]=[CH:23][CH:22]=3)[CH:10]=2)O1.Cl[C:31]1[CH:36]=[N:35][CH:34]=[C:33]([O:37][CH3:38])[N:32]=1. (3) Given the product [NH2:16][C:6]1[CH:5]=[C:4]([C:1](=[O:3])[CH3:2])[CH:9]=[C:8]([S:10]([F:15])([F:11])([F:12])([F:13])[F:14])[CH:7]=1, predict the reactants needed to synthesize it. The reactants are: [C:1]([C:4]1[CH:5]=[C:6]([NH:16]C(=O)C(F)(F)F)[CH:7]=[C:8]([S:10]([F:15])([F:14])([F:13])([F:12])[F:11])[CH:9]=1)(=[O:3])[CH3:2].S(=O)(=O)(O)O. (4) Given the product [CH2:9]([C@H:8]1[O:12][C@@H:2]1[C:3]([OH:5])=[O:4])[CH2:10][CH3:11], predict the reactants needed to synthesize it. The reactants are: Cl[C@H:2]([C@H:8]([OH:12])[CH2:9][CH2:10][CH3:11])[C:3]([O:5]CC)=[O:4].[O-]CC.[Na+].C(O)C.[OH-].[K+]. (5) Given the product [Cl:1][C:2]1[N:7]=[C:6]([C:20]2[CH:19]=[CH:18][CH:17]=[CH:16][C:15]=2[Cl:14])[C:5]([C:9]([O:11][CH2:12][CH3:13])=[O:10])=[CH:4][N:3]=1, predict the reactants needed to synthesize it. The reactants are: [Cl:1][C:2]1[N:7]=[C:6](Cl)[C:5]([C:9]([O:11][CH2:12][CH3:13])=[O:10])=[CH:4][N:3]=1.[Cl:14][C:15]1[CH:16]=[C:17](B(O)O)[CH:18]=[CH:19][CH:20]=1.[O-]P([O-])([O-])=O.[K+].[K+].[K+].C(P(C(C)(C)C)C(C)(C)C)(C)(C)C. (6) Given the product [O:3]1[CH:7]=[CH:6][CH:5]=[C:4]1[C:8]1[N:16]=[C:15]2[N:10]([C:11]([NH2:20])=[N:12][C:13]3[N:19]([CH2:22][CH2:23][N:24]4[CH2:25][CH2:26][N:27]([C:30]5[CH:35]=[CH:34][CH:33]=[CH:32][C:31]=5[O:36][CH3:37])[CH2:28][CH2:29]4)[CH:18]=[CH:17][C:14]=32)[N:9]=1, predict the reactants needed to synthesize it. The reactants are: [H-].[Na+].[O:3]1[CH:7]=[CH:6][CH:5]=[C:4]1[C:8]1[N:16]=[C:15]2[N:10]([C:11]([NH2:20])=[N:12][C:13]3[NH:19][CH:18]=[CH:17][C:14]=32)[N:9]=1.Cl[CH2:22][CH2:23][N:24]1[CH2:29][CH2:28][N:27]([C:30]2[CH:35]=[CH:34][CH:33]=[CH:32][C:31]=2[O:36][CH3:37])[CH2:26][CH2:25]1.O.